From a dataset of Catalyst prediction with 721,799 reactions and 888 catalyst types from USPTO. Predict which catalyst facilitates the given reaction. (1) Reactant: [N:1]1[C:6]2[CH:7]=[C:8]3[N:13]([C:5]=2[CH:4]=[CH:3][CH:2]=1)[CH2:12][CH2:11][CH2:10][CH2:9]3.C1C(=O)N([Br:21])C(=O)C1.C([O-])(O)=O.[Na+]. Product: [Br:21][C:7]1[C:6]2[N:1]=[CH:2][CH:3]=[CH:4][C:5]=2[N:13]2[C:8]=1[CH2:9][CH2:10][CH2:11][CH2:12]2. The catalyst class is: 3. (2) Reactant: CC(C)([O-])C.[K+].C(OP([CH2:15][C:16]1[CH:21]=[CH:20][C:19]([C:22]([F:25])([F:24])[F:23])=[CH:18][CH:17]=1)(=O)OCC)C.[C:26]([O:30][C:31]([N:33]1[CH2:38][CH2:37][CH:36]([CH2:39][CH:40]=O)[CH2:35][CH2:34]1)=[O:32])([CH3:29])([CH3:28])[CH3:27].O. Product: [C:26]([O:30][C:31]([N:33]1[CH2:38][CH2:37][CH:36]([CH2:39]/[CH:40]=[CH:15]/[C:16]2[CH:17]=[CH:18][C:19]([C:22]([F:23])([F:24])[F:25])=[CH:20][CH:21]=2)[CH2:35][CH2:34]1)=[O:32])([CH3:29])([CH3:28])[CH3:27]. The catalyst class is: 7. (3) Reactant: N1CCC(CO)CC1.C([O:11][C:12](=[O:45])[C@:13]([NH:37]C(OC(C)(C)C)=O)([CH2:27][CH2:28][N:29]1[CH2:34][CH2:33][CH:32]([CH2:35][OH:36])[CH2:31][CH2:30]1)[CH2:14][CH2:15][CH2:16][CH2:17][B:18]1[O:22]C(C)(C)C(C)(C)[O:19]1)C.[ClH:46]. Product: [ClH:46].[ClH:46].[NH2:37][C:13]([CH2:27][CH2:28][N:29]1[CH2:30][CH2:31][CH:32]([CH2:35][OH:36])[CH2:33][CH2:34]1)([CH2:14][CH2:15][CH2:16][CH2:17][B:18]([OH:22])[OH:19])[C:12]([OH:45])=[O:11]. The catalyst class is: 6. (4) Reactant: [O:1]1[CH2:6][CH2:5][C:4]([C:12]([O:14]CC)=[O:13])([C:7]([O:9]CC)=[O:8])[CH2:3][CH2:2]1.[OH-].[Na+]. Product: [O:1]1[CH2:2][CH2:3][C:4]([C:7]([OH:9])=[O:8])([C:12]([OH:14])=[O:13])[CH2:5][CH2:6]1. The catalyst class is: 200. (5) Reactant: Cl[C:2]1[N:7]2[N:8]=[CH:9][N:10]=[C:6]2[C:5]([NH:11][C:12]2[CH:17]=[CH:16][C:15]([N:18]3[CH2:23][CH2:22][O:21][CH2:20][CH2:19]3)=[CH:14][CH:13]=2)=[CH:4][CH:3]=1.C(=O)([O-])[O-].[K+].[K+].[NH:30]1[C:38]2[C:33](=[C:34](B(O)O)[CH:35]=[CH:36][CH:37]=2)[CH:32]=[CH:31]1.CN(C=O)C. Product: [NH:30]1[C:38]2[C:33](=[C:34]([C:2]3[N:7]4[N:8]=[CH:9][N:10]=[C:6]4[C:5]([NH:11][C:12]4[CH:17]=[CH:16][C:15]([N:18]5[CH2:23][CH2:22][O:21][CH2:20][CH2:19]5)=[CH:14][CH:13]=4)=[CH:4][CH:3]=3)[CH:35]=[CH:36][CH:37]=2)[CH:32]=[CH:31]1. The catalyst class is: 263. (6) Reactant: [CH:1]1([Mg]Br)[CH2:3][CH2:2]1.[Cl:6][C:7]1[CH:12]=[C:11]([Cl:13])[CH:10]=[CH:9][C:8]=1[S:14]([NH:17][C:18]1[CH:23]=[C:22]([CH:24]=[O:25])[C:21]([S:26][C:27]2[CH:32]=[CH:31][C:30]([S:33]([N:36]3[CH2:41][CH2:40][CH2:39][CH2:38][CH2:37]3)(=[O:35])=[O:34])=[CH:29][CH:28]=2)=[CH:20][N:19]=1)(=[O:16])=[O:15]. Product: [Cl:6][C:7]1[CH:12]=[C:11]([Cl:13])[CH:10]=[CH:9][C:8]=1[S:14]([NH:17][C:18]1[CH:23]=[C:22]([CH:24]([CH:1]2[CH2:3][CH2:2]2)[OH:25])[C:21]([S:26][C:27]2[CH:28]=[CH:29][C:30]([S:33]([N:36]3[CH2:41][CH2:40][CH2:39][CH2:38][CH2:37]3)(=[O:35])=[O:34])=[CH:31][CH:32]=2)=[CH:20][N:19]=1)(=[O:16])=[O:15]. The catalyst class is: 1. (7) Reactant: [CH3:1][S:2]([NH:5][C:6]([C:8]1[CH:9]=[C:10]([CH:15]=[CH:16][CH:17]=1)[C:11]([O:13]C)=[O:12])=[O:7])(=[O:4])=[O:3].[OH-].[Na+]. Product: [CH3:1][S:2]([NH:5][C:6]([C:8]1[CH:9]=[C:10]([CH:15]=[CH:16][CH:17]=1)[C:11]([OH:13])=[O:12])=[O:7])(=[O:4])=[O:3]. The catalyst class is: 24. (8) Reactant: [CH2:1]([C:8]1[C:9](=[O:20])[NH:10][C:11](=[S:19])[NH:12][C:13]=1[CH:14]([O:17][CH3:18])[O:15][CH3:16])[C:2]1[CH:7]=[CH:6][CH:5]=[CH:4][CH:3]=1.C([O-])([O-])=O.[K+].[K+].Br[CH2:28][CH2:29]Br. Product: [CH2:1]([C:8]1[C:9](=[O:20])[N:10]2[CH2:28][CH2:29][S:19][C:11]2=[N:12][C:13]=1[CH:14]([O:15][CH3:16])[O:17][CH3:18])[C:2]1[CH:7]=[CH:6][CH:5]=[CH:4][CH:3]=1.[CH2:1]([C:8]1[C:9](=[O:20])[N:10]=[C:11]2[S:19][CH2:29][CH2:28][N:12]2[C:13]=1[CH:14]([O:15][CH3:16])[O:17][CH3:18])[C:2]1[CH:7]=[CH:6][CH:5]=[CH:4][CH:3]=1. The catalyst class is: 3.